From a dataset of Catalyst prediction with 721,799 reactions and 888 catalyst types from USPTO. Predict which catalyst facilitates the given reaction. (1) Reactant: [C:1]([N:8](C(OC(C)(C)C)=O)[C:9]1[S:10][C:11]([C:15](=[O:21])/[CH:16]=[CH:17]/[N:18]([CH3:20])[CH3:19])=[C:12]([CH3:14])[N:13]=1)([O:3][C:4]([CH3:7])([CH3:6])[CH3:5])=[O:2].C[O-].[Na+].[OH-].[Na+].Cl. Product: [C:1]([NH:8][C:9]1[S:10][C:11]([C:15](=[O:21])/[CH:16]=[CH:17]/[N:18]([CH3:19])[CH3:20])=[C:12]([CH3:14])[N:13]=1)([O:3][C:4]([CH3:7])([CH3:6])[CH3:5])=[O:2]. The catalyst class is: 5. (2) Reactant: [Cl:1][C:2]1[CH:7]=[CH:6][C:5]([S:8]([C:11]2[CH:16]=[CH:15][CH:14]=[CH:13][CH:12]=2)(=[O:10])=[O:9])=[CH:4][C:3]=1[S:17]([NH:20][CH:21]1[CH2:26][CH2:25][N:24](C(OC(C)(C)C)=O)[CH2:23][CH2:22]1)(=[O:19])=[O:18].C(=O)(O)[O-].[Na+]. Product: [Cl:1][C:2]1[CH:7]=[CH:6][C:5]([S:8]([C:11]2[CH:12]=[CH:13][CH:14]=[CH:15][CH:16]=2)(=[O:9])=[O:10])=[CH:4][C:3]=1[S:17]([NH:20][CH:21]1[CH2:26][CH2:25][NH:24][CH2:23][CH2:22]1)(=[O:18])=[O:19]. The catalyst class is: 89. (3) Reactant: [S:1]([C:5]1[CH:23]=[CH:22][C:8]([O:9][CH2:10][CH2:11][CH2:12][CH2:13][NH:14]C(=O)OC(C)(C)C)=[CH:7][CH:6]=1)(=[O:4])(=[O:3])[NH2:2]. The catalyst class is: 137. Product: [NH2:14][CH2:13][CH2:12][CH2:11][CH2:10][O:9][C:8]1[CH:22]=[CH:23][C:5]([S:1]([NH2:2])(=[O:3])=[O:4])=[CH:6][CH:7]=1. (4) Reactant: [CH3:1][N:2]1[C:6]([C:7]2[O:8][C:9]([C:12]([O:14]CC)=[O:13])=[CH:10][N:11]=2)=[CH:5][CH:4]=[N:3]1.C1C(=O)N([Cl:24])C(=O)C1.[OH-].[Na+]. Product: [Cl:24][C:5]1[CH:4]=[N:3][N:2]([CH3:1])[C:6]=1[C:7]1[O:8][C:9]([C:12]([OH:14])=[O:13])=[CH:10][N:11]=1. The catalyst class is: 3. (5) Reactant: [CH2:1]([N:8]1[CH2:13][CH2:12][C:11]2([C:21]3[C:20]([C:22]#[N:23])=[CH:19][CH:18]=[CH:17][C:16]=3[NH:15][C:14]2=O)[CH2:10][CH2:9]1)[C:2]1[CH:7]=[CH:6][CH:5]=[CH:4][CH:3]=1.[H-].[H-].[H-].[H-].[Li+].[Al+3]. Product: [CH2:1]([N:8]1[CH2:13][CH2:12][C:11]2([C:21]3[C:16](=[CH:17][CH:18]=[CH:19][C:20]=3[CH2:22][NH2:23])[NH:15][CH2:14]2)[CH2:10][CH2:9]1)[C:2]1[CH:7]=[CH:6][CH:5]=[CH:4][CH:3]=1. The catalyst class is: 1. (6) Reactant: Cl.CN(C)CCCN=C=NCC.[Cl:13][C:14]1[CH:19]=[CH:18][C:17]([NH:20][C:21]([N:23]2[C@@H:27]([C:28]([OH:30])=O)[CH2:26][S:25][CH2:24]2)=[O:22])=[CH:16][CH:15]=1.[NH2:31][C:32]1[CH:37]=[CH:36][C:35]([N:38]2[CH2:43][CH2:42][O:41][CH2:40][C:39]2=[O:44])=[CH:34][CH:33]=1.C(=O)([O-])O.[Na+]. Product: [Cl:13][C:14]1[CH:15]=[CH:16][C:17]([NH:20][C:21]([N:23]2[C@@H:27]([C:28]([NH:31][C:32]3[CH:33]=[CH:34][C:35]([N:38]4[CH2:43][CH2:42][O:41][CH2:40][C:39]4=[O:44])=[CH:36][CH:37]=3)=[O:30])[CH2:26][S:25][CH2:24]2)=[O:22])=[CH:18][CH:19]=1. The catalyst class is: 9. (7) Reactant: [F:1][C:2]1[CH:3]=[CH:4][C:5]([NH:8][CH2:9][C@@H:10]2[CH2:15][CH2:14][C@H:13]([CH3:16])[CH2:12][N:11]2C(OC(C)(C)C)=O)=[N:6][CH:7]=1.C(O)(C(F)(F)F)=O. Product: [F:1][C:2]1[CH:3]=[CH:4][C:5]([NH:8][CH2:9][C@@H:10]2[CH2:15][CH2:14][C@H:13]([CH3:16])[CH2:12][NH:11]2)=[N:6][CH:7]=1. The catalyst class is: 2.